This data is from Reaction yield outcomes from USPTO patents with 853,638 reactions. The task is: Predict the reaction yield, written as a fraction of the theoretical maximum amount of product (1.0 means a 100% yield; for example, 0.34 means a 34% yield). (1) The reactants are [C:1]12([O:8][C:9](=[O:50])[C@@H:10]([NH:42]C(OC(C)(C)C)=O)[CH2:11][CH2:12][O:13][C:14]3[CH:23]=[C:22]4[C:17]([C:18]([O:24][C:25]5[CH:30]=[CH:29][C:28]([NH:31][C:32](=[O:39])[C:33]6[CH:38]=[CH:37][CH:36]=[CH:35][CH:34]=6)=[CH:27][CH:26]=5)=[CH:19][CH:20]=[N:21]4)=[CH:16][C:15]=3[O:40][CH3:41])[CH2:7][CH:4]([CH2:5][CH2:6]1)[CH2:3][CH2:2]2.Cl. The catalyst is O1CCOCC1. The product is [C:1]12([O:8][C:9](=[O:50])[C@@H:10]([NH2:42])[CH2:11][CH2:12][O:13][C:14]3[CH:23]=[C:22]4[C:17]([C:18]([O:24][C:25]5[CH:26]=[CH:27][C:28]([NH:31][C:32](=[O:39])[C:33]6[CH:34]=[CH:35][CH:36]=[CH:37][CH:38]=6)=[CH:29][CH:30]=5)=[CH:19][CH:20]=[N:21]4)=[CH:16][C:15]=3[O:40][CH3:41])[CH2:7][CH:4]([CH2:5][CH2:6]1)[CH2:3][CH2:2]2. The yield is 1.00. (2) The reactants are C[N:2]([CH3:20])[CH:3]=[CH:4][C:5]([C:7]1[S:8][CH:9]=[C:10]([NH:12][C:13]([O:15][C:16]([CH3:19])([CH3:18])[CH3:17])=[O:14])[CH:11]=1)=O.C(O)(=O)C.C(N)=[NH:26].C(OCC)(=O)C. The catalyst is [Cl-].[Na+].O. The product is [C:16]([O:15][C:13]([NH:12][C:10]1[CH:11]=[C:7]([C:5]2[CH:4]=[CH:3][N:2]=[CH:20][N:26]=2)[S:8][CH:9]=1)=[O:14])([CH3:17])([CH3:18])[CH3:19]. The yield is 0.580. (3) The reactants are [C:1](Cl)(=[O:4])[CH2:2][CH3:3].C(N(CC)CC)C.[F:13][C:14]1[CH:19]=[C:18]([N+:20]([O-:22])=[O:21])[CH:17]=[CH:16][C:15]=1[N:23]1[CH2:28][CH2:27][NH:26][CH2:25][CH2:24]1.O. The catalyst is CN(C)C1C=CN=CC=1.O1CCCC1. The product is [F:13][C:14]1[CH:19]=[C:18]([N+:20]([O-:22])=[O:21])[CH:17]=[CH:16][C:15]=1[N:23]1[CH2:28][CH2:27][N:26]([C:1](=[O:4])[CH2:2][CH3:3])[CH2:25][CH2:24]1. The yield is 0.530.